This data is from Forward reaction prediction with 1.9M reactions from USPTO patents (1976-2016). The task is: Predict the product of the given reaction. Given the reactants [CH:1]1([Mg]Br)[CH2:4][CH2:3][CH2:2]1.Br[C:8]1[CH:17]=[CH:16][C:11]([C:12]([O:14][CH3:15])=[O:13])=[C:10]([CH2:18][CH3:19])[CH:9]=1, predict the reaction product. The product is: [CH:1]1([C:8]2[CH:17]=[CH:16][C:11]([C:12]([O:14][CH3:15])=[O:13])=[C:10]([CH2:18][CH3:19])[CH:9]=2)[CH2:4][CH2:3][CH2:2]1.